Dataset: Catalyst prediction with 721,799 reactions and 888 catalyst types from USPTO. Task: Predict which catalyst facilitates the given reaction. (1) Reactant: [Cl:1][C:2]1[CH:7]=[CH:6][N:5]=[C:4]2[N:8]([Si:11]([CH:18]([CH3:20])[CH3:19])([CH:15]([CH3:17])[CH3:16])[CH:12]([CH3:14])[CH3:13])[CH:9]=[CH:10][C:3]=12.[Li]C(CC)C.C(Br)(Br)(Br)[Br:27]. Product: [Br:27][C:7]1[C:2]([Cl:1])=[C:3]2[CH:10]=[CH:9][N:8]([Si:11]([CH:15]([CH3:17])[CH3:16])([CH:18]([CH3:20])[CH3:19])[CH:12]([CH3:13])[CH3:14])[C:4]2=[N:5][CH:6]=1. The catalyst class is: 1. (2) Reactant: [C:1]([C:3]1[CH:8]=[CH:7][N:6]=[C:5]([NH:9][C:10]2[N:15]=[C:14]([C:16]3[CH:17]=[N:18][C:19]([N:22]4[CH2:26][CH2:25][C@@H:24]([NH:27]C(=O)OC(C)(C)C)[CH2:23]4)=[CH:20][CH:21]=3)[CH:13]=[C:12]([CH:35]3[CH2:37][CH2:36]3)[CH:11]=2)[CH:4]=1)#[N:2].C(O)(C(F)(F)F)=O. Product: [NH2:27][C@@H:24]1[CH2:25][CH2:26][N:22]([C:19]2[N:18]=[CH:17][C:16]([C:14]3[CH:13]=[C:12]([CH:35]4[CH2:37][CH2:36]4)[CH:11]=[C:10]([NH:9][C:5]4[CH:4]=[C:3]([C:1]#[N:2])[CH:8]=[CH:7][N:6]=4)[N:15]=3)=[CH:21][CH:20]=2)[CH2:23]1. The catalyst class is: 4.